Dataset: Catalyst prediction with 721,799 reactions and 888 catalyst types from USPTO. Task: Predict which catalyst facilitates the given reaction. (1) Reactant: Br[C:2]1[CH:7]=[CH:6][C:5]([C:8]2[N:9](C(OCC(C)C)=O)[CH:10]=[CH:11][N:12]=2)=[CH:4][CH:3]=1.[B:20]1([B:20]2[O:24][C:23]([CH3:26])([CH3:25])[C:22]([CH3:28])([CH3:27])[O:21]2)[O:24][C:23]([CH3:26])([CH3:25])[C:22]([CH3:28])([CH3:27])[O:21]1.C([O-])(=O)C.[K+]. Product: [CH3:27][C:22]1([CH3:28])[C:23]([CH3:26])([CH3:25])[O:24][B:20]([C:2]2[CH:3]=[CH:4][C:5]([C:8]3[NH:12][CH:11]=[CH:10][N:9]=3)=[CH:6][CH:7]=2)[O:21]1. The catalyst class is: 16. (2) Reactant: C(OC([NH:8][C@@H:9]([CH2:46][C:47]1[CH:52]=[CH:51][CH:50]=[CH:49][CH:48]=1)[C@@H:10]([O:38][Si](C(C)(C)C)(C)C)[CH2:11][C@@H:12]([NH:25][C:26](=[O:37])[C@H:27]([C:33]([CH3:36])([CH3:35])[CH3:34])[NH:28][C:29]([O:31][CH3:32])=[O:30])[CH2:13][C:14]1[CH:19]=[CH:18][C:17]([C:20]2[S:21][CH:22]=[CH:23][N:24]=2)=[CH:16][CH:15]=1)=O)(C)(C)C.[F-].C([N+](CCCC)(CCCC)CCCC)CCC. Product: [NH2:8][C@@H:9]([CH2:46][C:47]1[CH:48]=[CH:49][CH:50]=[CH:51][CH:52]=1)[C@@H:10]([OH:38])[CH2:11][C@@H:12]([NH:25][C:26](=[O:37])[C@H:27]([C:33]([CH3:36])([CH3:35])[CH3:34])[NH:28][C:29]([O:31][CH3:32])=[O:30])[CH2:13][C:14]1[CH:19]=[CH:18][C:17]([C:20]2[S:21][CH:22]=[CH:23][N:24]=2)=[CH:16][CH:15]=1. The catalyst class is: 7. (3) Reactant: [CH3:1][O:2][C:3]1[CH:8]=[CH:7][C:6]([C:9]2[CH:10]=[N:11][CH:12]=[C:13]3[C:18]=2[N:17]=[C:16]([C:19](O)=[O:20])[CH:15]=[CH:14]3)=[CH:5][CH:4]=1.[CH2:22]([NH:29][CH2:30][CH2:31][O:32][CH3:33])[C:23]1[CH:28]=[CH:27][CH:26]=[CH:25][CH:24]=1.O.ON1C2C=CC=CC=2N=N1.Cl.CN(C)CCCN=C=NCC. Product: [CH2:22]([N:29]([CH2:30][CH2:31][O:32][CH3:33])[C:19]([C:16]1[CH:15]=[CH:14][C:13]2[C:18](=[C:9]([C:6]3[CH:5]=[CH:4][C:3]([O:2][CH3:1])=[CH:8][CH:7]=3)[CH:10]=[N:11][CH:12]=2)[N:17]=1)=[O:20])[C:23]1[CH:28]=[CH:27][CH:26]=[CH:25][CH:24]=1. The catalyst class is: 4. (4) Reactant: Br[C:2]1[CH:9]=[CH:8][C:5]([C:6]#[N:7])=[CH:4][C:3]=1[F:10].[B:11]1([B:11]2[O:15][C:14]([CH3:17])([CH3:16])[C:13]([CH3:19])([CH3:18])[O:12]2)[O:15][C:14]([CH3:17])([CH3:16])[C:13]([CH3:19])([CH3:18])[O:12]1.C([O-])(=O)C.[K+]. Product: [F:10][C:3]1[CH:4]=[C:5]([CH:8]=[CH:9][C:2]=1[B:11]1[O:15][C:14]([CH3:17])([CH3:16])[C:13]([CH3:19])([CH3:18])[O:12]1)[C:6]#[N:7]. The catalyst class is: 31. (5) Reactant: [Br:1][C:2]1[CH:3]=[CH:4][C:5]([O:9][C:10]([F:13])([F:12])[F:11])=[C:6]([NH2:8])[CH:7]=1.[C:14](OC(=O)C)(=[O:16])[CH3:15]. Product: [Br:1][C:2]1[CH:3]=[CH:4][C:5]([O:9][C:10]([F:11])([F:12])[F:13])=[C:6]([NH:8][C:14](=[O:16])[CH3:15])[CH:7]=1. The catalyst class is: 14.